Dataset: Catalyst prediction with 721,799 reactions and 888 catalyst types from USPTO. Task: Predict which catalyst facilitates the given reaction. (1) Reactant: [N:1]1([C:7]2[N:12]=[CH:11][C:10]([C:13]3[CH:18]=[N:17][N:16]4[C:19]([C:22]5[CH:23]=[C:24]([NH:28][C:29]([NH:31][CH2:32][C:33]([F:36])([F:35])[F:34])=[O:30])[CH:25]=[CH:26][CH:27]=5)=[CH:20][N:21]=[C:15]4[CH:14]=3)=[CH:9][CH:8]=2)[CH2:6][CH2:5][NH:4][CH2:3][CH2:2]1.[N:37]1([C:42](Cl)=[O:43])[CH2:41][CH2:40][CH2:39][CH2:38]1.C(N(CC)C(C)C)(C)C. Product: [N:37]1([C:42]([N:4]2[CH2:5][CH2:6][N:1]([C:7]3[N:12]=[CH:11][C:10]([C:13]4[CH:18]=[N:17][N:16]5[C:19]([C:22]6[CH:23]=[C:24]([NH:28][C:29]([NH:31][CH2:32][C:33]([F:34])([F:35])[F:36])=[O:30])[CH:25]=[CH:26][CH:27]=6)=[CH:20][N:21]=[C:15]5[CH:14]=4)=[CH:9][CH:8]=3)[CH2:2][CH2:3]2)=[O:43])[CH2:41][CH2:40][CH2:39][CH2:38]1. The catalyst class is: 16. (2) Reactant: [NH2:1][C:2]1[S:3][CH:4]=[CH:5][N:6]=1.[CH:7]1([N+:13]#[C-:14])[CH2:12][CH2:11][CH2:10][CH2:9][CH2:8]1.[N:15]1[CH:20]=[CH:19][CH:18]=[CH:17][C:16]=1[CH:21]=O.[C:23]([Cl:26])(=[O:25])[CH3:24]. Product: [Cl-:26].[C:23]([N+:1]1[C:21]([C:16]2[CH:17]=[CH:18][CH:19]=[CH:20][N:15]=2)=[C:14]([NH:13][CH:7]2[CH2:12][CH2:11][CH2:10][CH2:9][CH2:8]2)[N:6]2[CH:5]=[CH:4][S:3][C:2]=12)(=[O:25])[CH3:24]. The catalyst class is: 519.